Dataset: NCI-60 drug combinations with 297,098 pairs across 59 cell lines. Task: Regression. Given two drug SMILES strings and cell line genomic features, predict the synergy score measuring deviation from expected non-interaction effect. (1) Drug 1: C1CC(C1)(C(=O)O)C(=O)O.[NH2-].[NH2-].[Pt+2]. Drug 2: CC1=C(C=C(C=C1)C(=O)NC2=CC(=CC(=C2)C(F)(F)F)N3C=C(N=C3)C)NC4=NC=CC(=N4)C5=CN=CC=C5. Cell line: RXF 393. Synergy scores: CSS=-5.26, Synergy_ZIP=1.16, Synergy_Bliss=-1.93, Synergy_Loewe=-6.34, Synergy_HSA=-5.69. (2) Drug 1: CC1C(C(CC(O1)OC2CC(CC3=C2C(=C4C(=C3O)C(=O)C5=C(C4=O)C(=CC=C5)OC)O)(C(=O)C)O)N)O.Cl. Drug 2: CC1=C(C(=O)C2=C(C1=O)N3CC4C(C3(C2COC(=O)N)OC)N4)N. Cell line: UACC-257. Synergy scores: CSS=9.46, Synergy_ZIP=-3.46, Synergy_Bliss=-0.780, Synergy_Loewe=-1.58, Synergy_HSA=-1.70. (3) Drug 1: COC1=C(C=C2C(=C1)N=CN=C2NC3=CC(=C(C=C3)F)Cl)OCCCN4CCOCC4. Synergy scores: CSS=8.60, Synergy_ZIP=-3.96, Synergy_Bliss=-2.65, Synergy_Loewe=-8.57, Synergy_HSA=-2.46. Drug 2: CC1=CC=C(C=C1)C2=CC(=NN2C3=CC=C(C=C3)S(=O)(=O)N)C(F)(F)F. Cell line: MDA-MB-231. (4) Drug 1: C1=NC2=C(N1)C(=S)N=C(N2)N. Drug 2: CCCS(=O)(=O)NC1=C(C(=C(C=C1)F)C(=O)C2=CNC3=C2C=C(C=N3)C4=CC=C(C=C4)Cl)F. Cell line: COLO 205. Synergy scores: CSS=30.0, Synergy_ZIP=-10.7, Synergy_Bliss=-6.73, Synergy_Loewe=-14.3, Synergy_HSA=-4.93. (5) Drug 2: C1C(C(OC1N2C=NC(=NC2=O)N)CO)O. Cell line: 786-0. Drug 1: CC1=C(C=C(C=C1)C(=O)NC2=CC(=CC(=C2)C(F)(F)F)N3C=C(N=C3)C)NC4=NC=CC(=N4)C5=CN=CC=C5. Synergy scores: CSS=0.581, Synergy_ZIP=0.206, Synergy_Bliss=-1.35, Synergy_Loewe=-4.37, Synergy_HSA=-3.50. (6) Drug 1: C1CCN(CC1)CCOC2=CC=C(C=C2)C(=O)C3=C(SC4=C3C=CC(=C4)O)C5=CC=C(C=C5)O. Drug 2: C#CCC(CC1=CN=C2C(=N1)C(=NC(=N2)N)N)C3=CC=C(C=C3)C(=O)NC(CCC(=O)O)C(=O)O. Cell line: SF-268. Synergy scores: CSS=-0.898, Synergy_ZIP=3.86, Synergy_Bliss=3.30, Synergy_Loewe=0.0543, Synergy_HSA=-1.54.